This data is from Forward reaction prediction with 1.9M reactions from USPTO patents (1976-2016). The task is: Predict the product of the given reaction. Given the reactants [Br:1][C:2]1[C:3]([OH:13])=[CH:4][CH:5]=[C:6]2[C:11]=1[N:10]=[C:9]([CH3:12])[CH:8]=[CH:7]2.I[CH:15]([CH3:17])[CH3:16].C(=O)([O-])[O-].[K+].[K+].CC(C)=O, predict the reaction product. The product is: [Br:1][C:2]1[C:3]([O:13][CH:15]([CH3:17])[CH3:16])=[CH:4][CH:5]=[C:6]2[C:11]=1[N:10]=[C:9]([CH3:12])[CH:8]=[CH:7]2.